Task: Predict the reaction yield, written as a fraction of the theoretical maximum amount of product (1.0 means a 100% yield; for example, 0.34 means a 34% yield).. Dataset: Reaction yield outcomes from USPTO patents with 853,638 reactions (1) The reactants are [C:1]([O:5][C:6](=[O:21])[NH:7][CH:8]1[CH2:12][C:11](=[O:13])[N:10]([C:14]2[CH:19]=[CH:18][C:17]([OH:20])=[CH:16][CH:15]=2)[CH2:9]1)([CH3:4])([CH3:3])[CH3:2].[F:22][C:23]1[CH:24]=[C:25]([CH:28]=[CH:29][CH:30]=1)[CH2:26]Br.C(=O)([O-])[O-].[K+].[K+]. The catalyst is CC(=O)CC.C(OCC)(=O)C. The product is [C:1]([O:5][C:6](=[O:21])[NH:7][CH:8]1[CH2:12][C:11](=[O:13])[N:10]([C:14]2[CH:15]=[CH:16][C:17]([O:20][CH2:26][C:25]3[CH:28]=[CH:29][CH:30]=[C:23]([F:22])[CH:24]=3)=[CH:18][CH:19]=2)[CH2:9]1)([CH3:4])([CH3:2])[CH3:3]. The yield is 0.720. (2) The reactants are [Br:1][C:2]1[CH:3]=[CH:4][C:5]2[O:10][CH2:9][C:8](=[O:11])[NH:7][C:6]=2[CH:12]=1.[H-].[Li+].Cl[CH2:16][O:17][CH2:18][C:19]1[CH:24]=[CH:23][CH:22]=[CH:21][CH:20]=1. The catalyst is CN(C)C=O. The product is [CH2:18]([O:17][CH2:16][N:7]1[C:6]2[CH:12]=[C:2]([Br:1])[CH:3]=[CH:4][C:5]=2[O:10][CH2:9][C:8]1=[O:11])[C:19]1[CH:24]=[CH:23][CH:22]=[CH:21][CH:20]=1. The yield is 0.910. (3) The reactants are [S:1]1[C:5]2[CH:6]=[CH:7][CH:8]=[CH:9][C:4]=2[N:3]=[C:2]1[C:10]1[N:14]2[CH2:15][CH2:16][NH:17][CH2:18][C:13]2=[N:12][N:11]=1.[C:19]([O:24][C@@H:25]([C:27]1[N:32]=[C:31](Cl)[CH:30]=[CH:29][N:28]=1)[CH3:26])(=[O:23])[CH2:20][CH2:21][CH3:22].C(N(CC)CC)C. The catalyst is C(O)CCC. The product is [C:19]([O:24][C@@H:25]([C:27]1[N:28]=[C:29]([N:17]2[CH2:16][CH2:15][N:14]3[C:10]([C:2]4[S:1][C:5]5[CH:6]=[CH:7][CH:8]=[CH:9][C:4]=5[N:3]=4)=[N:11][N:12]=[C:13]3[CH2:18]2)[CH:30]=[CH:31][N:32]=1)[CH3:26])(=[O:23])[CH2:20][CH2:21][CH3:22]. The yield is 0.760. (4) The reactants are [Br:1][C:2]1[CH:3]=[C:4]2[C:15](=[CH:16][CH:17]=1)[O:14][C:7]1[C:8]([F:13])=[N:9][C:10]([Cl:12])=[CH:11][C:6]=1[C:5]2([CH2:19][CH2:20][OH:21])O.[N:22]([Si](C)(C)C)=[N+:23]=[N-:24].B(F)(F)F.CCOCC. The catalyst is C1COCC1. The product is [N:22]([C:5]1([CH2:19][CH2:20][OH:21])[C:6]2[CH:11]=[C:10]([Cl:12])[N:9]=[C:8]([F:13])[C:7]=2[O:14][C:15]2[C:4]1=[CH:3][C:2]([Br:1])=[CH:17][CH:16]=2)=[N+:23]=[N-:24]. The yield is 0.800. (5) The reactants are [H-].[Na+].[NH2:3][C:4]1[N:5]([CH2:18][CH3:19])[C:6]2[C:11]([C:12]=1[C:13]#[N:14])=[CH:10][CH:9]=[C:8]([N+:15]([O-:17])=[O:16])[CH:7]=2.[C:20](Cl)(=[O:22])[CH3:21]. The product is [C:13]([C:12]1[C:11]2[C:6](=[CH:7][C:8]([N+:15]([O-:17])=[O:16])=[CH:9][CH:10]=2)[N:5]([CH2:18][CH3:19])[C:4]=1[NH:3][C:20](=[O:22])[CH3:21])#[N:14]. The yield is 0.710. The catalyst is O1CCOCC1. (6) The reactants are [N+:1]([C:4]1[CH:5]=[C:6]([CH:12]=[CH:13][C:14]=1[CH2:15][CH2:16][CH2:17][CH2:18][CH3:19])[C:7]([O:9][CH2:10][CH3:11])=[O:8])([O-])=O. The catalyst is [Pd].C(O)C. The product is [NH2:1][C:4]1[CH:5]=[C:6]([CH:12]=[CH:13][C:14]=1[CH2:15][CH2:16][CH2:17][CH2:18][CH3:19])[C:7]([O:9][CH2:10][CH3:11])=[O:8]. The yield is 0.990. (7) The reactants are [CH2:1]([C@H:8]([NH:44][C:45](=[O:51])[O:46][C:47]([CH3:50])([CH3:49])[CH3:48])[C@@H:9]([O:36][Si](C(C)(C)C)(C)C)[CH2:10][C@@H:11]([NH:25][C:26]([O:28][CH2:29][C:30]1[CH:35]=[CH:34][CH:33]=[CH:32][CH:31]=1)=[O:27])[CH2:12][C:13]1[CH:18]=[CH:17][C:16]([C:19]2[CH:20]=[N:21][CH:22]=[CH:23][CH:24]=2)=[CH:15][CH:14]=1)[C:2]1[CH:7]=[CH:6][CH:5]=[CH:4][CH:3]=1.[F-].C([N+](CCCC)(CCCC)CCCC)CCC. The catalyst is O1CCCC1. The product is [CH2:1]([C@H:8]([NH:44][C:45](=[O:51])[O:46][C:47]([CH3:49])([CH3:48])[CH3:50])[C@@H:9]([OH:36])[CH2:10][C@@H:11]([NH:25][C:26]([O:28][CH2:29][C:30]1[CH:35]=[CH:34][CH:33]=[CH:32][CH:31]=1)=[O:27])[CH2:12][C:13]1[CH:18]=[CH:17][C:16]([C:19]2[CH:20]=[N:21][CH:22]=[CH:23][CH:24]=2)=[CH:15][CH:14]=1)[C:2]1[CH:3]=[CH:4][CH:5]=[CH:6][CH:7]=1. The yield is 0.410. (8) The yield is 0.960. The product is [O:1]([C:8]1[CH:9]=[C:10]([N:14]([CH2:15][C:16]2[CH:17]=[C:18]([CH:23]=[CH:24][CH:25]=2)[C:19]([O:21][CH3:22])=[O:20])[CH2:29][CH:28]([OH:30])[C:27]([F:32])([F:31])[F:26])[CH:11]=[CH:12][CH:13]=1)[C:2]1[CH:7]=[CH:6][CH:5]=[CH:4][CH:3]=1. The reactants are [O:1]([C:8]1[CH:9]=[C:10]([NH:14][CH2:15][C:16]2[CH:17]=[C:18]([CH:23]=[CH:24][CH:25]=2)[C:19]([O:21][CH3:22])=[O:20])[CH:11]=[CH:12][CH:13]=1)[C:2]1[CH:7]=[CH:6][CH:5]=[CH:4][CH:3]=1.[F:26][C:27]([F:32])([F:31])[CH:28]1[O:30][CH2:29]1.FC(F)(F)S([O-])(=O)=O.[Yb+3].FC(F)(F)S([O-])(=O)=O.FC(F)(F)S([O-])(=O)=O. The catalyst is C(#N)C.O.C(Cl)Cl.